From a dataset of Forward reaction prediction with 1.9M reactions from USPTO patents (1976-2016). Predict the product of the given reaction. (1) Given the reactants Cl[C:2]1[N:7]2[CH:8]=[CH:9][N:10]=[C:6]2[CH:5]=[C:4]([C:11]2[CH:16]=[CH:15][C:14]([Cl:17])=[CH:13][C:12]=2[Cl:18])[N:3]=1.[OH:19][CH2:20][CH2:21][NH:22][C:23]1[N:28]=[CH:27][C:26]([C:29]#[N:30])=[CH:25][CH:24]=1.ClC1N=CC(C#N)=CC=1.NC(O)C, predict the reaction product. The product is: [Cl:18][C:12]1[CH:13]=[C:14]([Cl:17])[CH:15]=[CH:16][C:11]=1[C:4]1[N:3]=[C:2]([O:19][CH2:20][CH2:21][NH:22][C:23]2[N:28]=[CH:27][C:26]([C:29]#[N:30])=[CH:25][CH:24]=2)[N:7]2[CH:8]=[CH:9][N:10]=[C:6]2[CH:5]=1. (2) Given the reactants [Cl:1][C:2]1[CH:8]=[CH:7][C:6]([C:9]([F:12])([F:11])[F:10])=[CH:5][C:3]=1[NH2:4].[C:13]1([S:19](Cl)(=[O:21])=[O:20])[CH:18]=[CH:17][CH:16]=[CH:15][CH:14]=1, predict the reaction product. The product is: [Cl:1][C:2]1[CH:8]=[CH:7][C:6]([C:9]([F:10])([F:11])[F:12])=[CH:5][C:3]=1[NH:4][S:19]([C:13]1[CH:18]=[CH:17][CH:16]=[CH:15][CH:14]=1)(=[O:21])=[O:20]. (3) Given the reactants [CH3:1][O:2][C:3]1[CH:4]=[C:5]([C:13]2[N:22]=[C:21]([C:23]([OH:25])=O)[C:20]3[C:15](=[CH:16][CH:17]=[CH:18][CH:19]=3)[N:14]=2)[CH:6]=[C:7]([O:11][CH3:12])[C:8]=1[O:9][CH3:10].Cl.[CH3:27][O:28][C:29]1[CH:38]=[CH:37][CH:36]=[C:35]2[C:30]=1[CH2:31][CH2:32][NH:33][CH2:34]2, predict the reaction product. The product is: [CH3:1][O:2][C:3]1[CH:4]=[C:5]([C:13]2[N:22]=[C:21]([C:23]([N:33]3[CH2:32][CH2:31][C:30]4[C:35](=[CH:36][CH:37]=[CH:38][C:29]=4[O:28][CH3:27])[CH2:34]3)=[O:25])[C:20]3[C:15](=[CH:16][CH:17]=[CH:18][CH:19]=3)[N:14]=2)[CH:6]=[C:7]([O:11][CH3:12])[C:8]=1[O:9][CH3:10].